The task is: Predict the reactants needed to synthesize the given product.. This data is from Full USPTO retrosynthesis dataset with 1.9M reactions from patents (1976-2016). (1) Given the product [Br:12][CH:7]1[C:2](=[O:1])[CH2:3][CH2:4][CH:5]([NH:8][C:9](=[O:11])[CH3:10])[CH2:6]1, predict the reactants needed to synthesize it. The reactants are: [O:1]=[C:2]1[CH2:7][CH2:6][CH:5]([NH:8][C:9](=[O:11])[CH3:10])[CH2:4][CH2:3]1.[Br:12]Br. (2) Given the product [CH:14]([N:13]([CH3:17])[C@H:11]1[CH2:12][C@H:9]([C:7]2[S:8][C:4]3[CH:3]=[C:2]([N:26]4[CH:27]=[C:22]([CH3:21])[CH:23]=[CH:24][C:25]4=[O:28])[CH:20]=[CH:19][C:5]=3[N:6]=2)[CH2:10]1)([CH3:18])[CH3:15], predict the reactants needed to synthesize it. The reactants are: Br[C:2]1[CH:20]=[CH:19][C:5]2[N:6]=[C:7]([C@H:9]3[CH2:12][C@H:11]([N:13]4[CH2:17]C[CH2:15][C@H:14]4[CH3:18])[CH2:10]3)[S:8][C:4]=2[CH:3]=1.[CH3:21][C:22]1[CH:23]=[CH:24][C:25](=[O:28])[NH:26][CH:27]=1.N1NC(=O)C=CC=1. (3) Given the product [CH2:1]([O:3][C:4](=[O:15])[C@H:5]([CH2:7][C:8]1[CH:9]=[CH:10][C:11]([OH:14])=[CH:12][CH:13]=1)[NH:6][C:24](=[O:25])[C:23]1[CH:27]=[CH:28][CH:29]=[CH:30][C:22]=1[Cl:21])[CH3:2], predict the reactants needed to synthesize it. The reactants are: [CH2:1]([O:3][C:4](=[O:15])[C@H:5]([CH2:7][C:8]1[CH:13]=[CH:12][C:11]([OH:14])=[CH:10][CH:9]=1)[NH2:6])[CH3:2].C([O-])(O)=O.[Na+].[Cl:21][C:22]1[CH:30]=[CH:29][CH:28]=[CH:27][C:23]=1[C:24](Cl)=[O:25]. (4) Given the product [Cl:20][C:19]1[S:18][C:17]([CH:21]2[CH2:26][CH2:25][N:24]([C:27](=[O:38])[CH2:28][N:29]3[C:33]4=[N:34][CH:35]=[CH:36][CH:37]=[C:32]4[N:31]=[CH:30]3)[CH2:23][CH2:22]2)=[N:16][C:15]=1[C:4]1[CH:5]=[C:6]([O:10][C:11]([F:14])([F:13])[F:12])[C:7]([O:8][CH3:9])=[C:2]([CH:48]2[CH2:50][CH2:49]2)[CH:3]=1, predict the reactants needed to synthesize it. The reactants are: Br[C:2]1[CH:3]=[C:4]([C:15]2[N:16]=[C:17]([CH:21]3[CH2:26][CH2:25][N:24]([C:27](=[O:38])[CH2:28][N:29]4[C:33]5=[N:34][CH:35]=[CH:36][CH:37]=[C:32]5[N:31]=[CH:30]4)[CH2:23][CH2:22]3)[S:18][C:19]=2[Cl:20])[CH:5]=[C:6]([O:10][C:11]([F:14])([F:13])[F:12])[C:7]=1[O:8][CH3:9].O.P([O-])([O-])([O-])=O.[K+].[K+].[K+].[CH:48]1(B(O)O)[CH2:50][CH2:49]1. (5) The reactants are: CCN(C(C)C)C(C)C.C1C=CC2N(O)N=NC=2C=1.CCN=C=NCCCN(C)C.[OH:31][C:32]1[CH:37]=[CH:36][CH:35]=[CH:34][C:33]=1[C:38]1[NH:42][N:41]=[C:40]([C:43]([NH:45][CH2:46][C:47]([OH:49])=O)=[O:44])[CH:39]=1.Cl.[N:51]1([C:57]([C:59]2[CH:64]=[C:63]([F:65])[C:62]([F:66])=[C:61]([F:67])[CH:60]=2)=[O:58])[CH2:56][CH2:55][NH:54][CH2:53][CH2:52]1.FC1C=C(C=C(F)C=1F)C(O)=O. Given the product [O:49]=[C:47]([N:54]1[CH2:55][CH2:56][N:51]([C:57](=[O:58])[C:59]2[CH:64]=[C:63]([F:65])[C:62]([F:66])=[C:61]([F:67])[CH:60]=2)[CH2:52][CH2:53]1)[CH2:46][NH:45][C:43]([C:40]1[CH:39]=[C:38]([C:33]2[CH:34]=[CH:35][CH:36]=[CH:37][C:32]=2[OH:31])[NH:42][N:41]=1)=[O:44], predict the reactants needed to synthesize it.